Dataset: Forward reaction prediction with 1.9M reactions from USPTO patents (1976-2016). Task: Predict the product of the given reaction. (1) Given the reactants Cl.[NH2:2][C:3]1[CH:8]=[CH:7][CH:6]=[CH:5][C:4]=1B(O)O.P([O-])([O-])([O-])=O.[K+].[K+].[K+].Br[C:21]1[C:22]([C:32]#[N:33])=[N:23][N:24]([CH3:31])[C:25]=1[CH2:26][CH2:27][CH2:28][CH2:29][Cl:30], predict the reaction product. The product is: [Cl:30][CH2:29][CH2:28][CH2:27][CH2:26][C:25]1[N:24]([CH3:31])[N:23]=[C:22]2[C:21]=1[C:4]1[CH:5]=[CH:6][CH:7]=[CH:8][C:3]=1[N:2]=[C:32]2[NH2:33]. (2) Given the reactants [OH:1][N:2]=[C:3]([NH2:11])[C:4]1[CH:9]=[CH:8][CH:7]=[C:6]([I:10])[CH:5]=1.[C:12](Cl)(=O)[CH3:13], predict the reaction product. The product is: [I:10][C:6]1[CH:5]=[C:4]([C:3]2[N:11]=[C:12]([CH3:13])[O:1][N:2]=2)[CH:9]=[CH:8][CH:7]=1. (3) Given the reactants [CH:1]1[C:6]([CH:7]=[O:8])=[CH:5][CH:4]=[C:3]([CH:9]=[O:10])[CH:2]=1.O.C1(C)C=CC(S(O)(=O)=O)=CC=1.[CH2:23](O)[CH2:24][OH:25].[BH4-].[Na+], predict the reaction product. The product is: [O:8]1[CH2:23][CH2:24][O:25][CH:7]1[C:6]1[CH:5]=[CH:4][C:3]([CH2:9][OH:10])=[CH:2][CH:1]=1.